From a dataset of Full USPTO retrosynthesis dataset with 1.9M reactions from patents (1976-2016). Predict the reactants needed to synthesize the given product. (1) Given the product [Cl:10][C:11]1[CH:18]=[CH:17][C:14]([CH2:15][NH:4][CH2:3][CH2:1][OH:2])=[CH:13][CH:12]=1, predict the reactants needed to synthesize it. The reactants are: [CH2:1]([CH2:3][NH2:4])[OH:2].C([O-])(O)=O.[Na+].[Cl:10][C:11]1[CH:18]=[CH:17][C:14]([CH:15]=O)=[CH:13][CH:12]=1.[BH4-].[Na+]. (2) Given the product [CH:1]1([C@@H:7]([NH:9][C:10]([C:12]2[C:21]3[C:16](=[CH:17][CH:18]=[CH:19][CH:20]=3)[N:15]=[C:14]([C:22]3[S:23][CH:24]=[CH:25][CH:26]=3)[C:13]=2[CH2:27][N:28]2[CH2:33][CH2:32][N:31]([CH2:34][C:35]([N:39]3[CH2:43][CH2:42][CH2:41][C@@H:40]3[CH2:44][OH:45])=[O:36])[C:30](=[O:38])[CH2:29]2)=[O:11])[CH3:8])[CH2:6][CH2:5][CH2:4][CH2:3][CH2:2]1, predict the reactants needed to synthesize it. The reactants are: [CH:1]1([C@@H:7]([NH:9][C:10]([C:12]2[C:21]3[C:16](=[CH:17][CH:18]=[CH:19][CH:20]=3)[N:15]=[C:14]([C:22]3[S:23][CH:24]=[CH:25][CH:26]=3)[C:13]=2[CH2:27][N:28]2[CH2:33][CH2:32][N:31]([CH2:34][C:35](O)=[O:36])[C:30](=[O:38])[CH2:29]2)=[O:11])[CH3:8])[CH2:6][CH2:5][CH2:4][CH2:3][CH2:2]1.[NH:39]1[CH2:43][CH2:42][CH2:41][C@@H:40]1[CH2:44][OH:45].